This data is from Forward reaction prediction with 1.9M reactions from USPTO patents (1976-2016). The task is: Predict the product of the given reaction. (1) Given the reactants [CH3:1][O:2][C:3]1[CH:4]=[C:5]([NH2:15])[CH:6]=[CH:7][C:8]=1[N:9]1[CH:13]=[C:12]([CH3:14])[N:11]=[CH:10]1.Cl[C:17]1[N:22]=[C:21]([CH3:23])[CH:20]=[C:19]([O:24][C:25]2[CH:30]=[CH:29][C:28]([O:31][C:32]([F:35])([F:34])[F:33])=[CH:27][CH:26]=2)[N:18]=1, predict the reaction product. The product is: [CH3:1][O:2][C:3]1[CH:4]=[C:5]([NH:15][C:17]2[N:22]=[C:21]([CH3:23])[CH:20]=[C:19]([O:24][C:25]3[CH:26]=[CH:27][C:28]([O:31][C:32]([F:33])([F:34])[F:35])=[CH:29][CH:30]=3)[N:18]=2)[CH:6]=[CH:7][C:8]=1[N:9]1[CH:13]=[C:12]([CH3:14])[N:11]=[CH:10]1. (2) Given the reactants C1COCC1.[BH4-].[Na+].[O:8]=[C:9]([N:23]1[CH2:28][CH2:27][N:26]2[C:29]([C:32]([F:35])([F:34])[F:33])=[N:30][N:31]=[C:25]2[CH2:24]1)[CH:10]=[C:11]([NH2:22])[CH2:12][C:13]1[CH:18]=[C:17]([F:19])[C:16]([F:20])=[CH:15][C:14]=1[F:21].N, predict the reaction product. The product is: [O:8]=[C:9]([N:23]1[CH2:28][CH2:27][N:26]2[C:29]([C:32]([F:35])([F:34])[F:33])=[N:30][N:31]=[C:25]2[CH2:24]1)[CH2:10][CH:11]([NH2:22])[CH2:12][C:13]1[CH:18]=[C:17]([F:19])[C:16]([F:20])=[CH:15][C:14]=1[F:21]. (3) Given the reactants Cl[C:2]1[CH:3]=[CH:4][C:5]2[N:11]3[CH2:12][C@H:8]([CH2:9][CH2:10]3)[N:7]([C:13]([NH:15][C:16]3[CH:21]=[N:20][CH:19]=[CH:18][N:17]=3)=[O:14])[C:6]=2[N:22]=1.[CH2:23]([N:25]1[CH:29]=[C:28](B2OC(C)(C)C(C)(C)O2)[CH:27]=[N:26]1)[CH3:24].P([O-])(O)(O)=O.[K+].O, predict the reaction product. The product is: [CH2:23]([N:25]1[CH:29]=[C:28]([C:2]2[CH:3]=[CH:4][C:5]3[N:11]4[CH2:12][C@H:8]([CH2:9][CH2:10]4)[N:7]([C:13]([NH:15][C:16]4[CH:21]=[N:20][CH:19]=[CH:18][N:17]=4)=[O:14])[C:6]=3[N:22]=2)[CH:27]=[N:26]1)[CH3:24]. (4) Given the reactants [OH-].[Na+].[NH2:3][C:4]1[C:12]2[C:7](=[CH:8][CH:9]=[CH:10][CH:11]=2)[C:6]([C:21]2[CH:22]=[C:23]([OH:27])[CH:24]=[CH:25][CH:26]=2)([C:13]2[CH:18]=[C:17]([Cl:19])[N:16]=[C:15]([Cl:20])[CH:14]=2)[N:5]=1.[Cl:28][C:29]1[N:33]([CH3:34])[N:32]=[C:31]([CH3:35])[C:30]=1[S:36](Cl)(=[O:38])=[O:37], predict the reaction product. The product is: [Cl:28][C:29]1[N:33]([CH3:34])[N:32]=[C:31]([CH3:35])[C:30]=1[S:36]([O:27][C:23]1[CH:24]=[CH:25][CH:26]=[C:21]([C:6]2([C:13]3[CH:14]=[C:15]([Cl:20])[N:16]=[C:17]([Cl:19])[CH:18]=3)[C:7]3[C:12](=[CH:11][CH:10]=[CH:9][CH:8]=3)[C:4]([NH2:3])=[N:5]2)[CH:22]=1)(=[O:37])=[O:38]. (5) Given the reactants [C:1]([O:5][C:6]([N:8]1[CH2:17][CH2:16][C:15]2[C:10](=[CH:11][C:12]([C:18]3[N:26]4[C:21]([C:22]([NH2:27])=[N:23][CH:24]=[N:25]4)=[CH:20][CH:19]=3)=[CH:13][CH:14]=2)[CH2:9]1)=[O:7])([CH3:4])([CH3:3])[CH3:2].[Br:28]N1C(C)(C)C(=O)N(Br)C1=O, predict the reaction product. The product is: [C:1]([O:5][C:6]([N:8]1[CH2:17][CH2:16][C:15]2[C:10](=[CH:11][C:12]([C:18]3[N:26]4[C:21]([C:22]([NH2:27])=[N:23][CH:24]=[N:25]4)=[C:20]([Br:28])[CH:19]=3)=[CH:13][CH:14]=2)[CH2:9]1)=[O:7])([CH3:4])([CH3:2])[CH3:3]. (6) The product is: [C:1]([NH:5][CH2:6][C@H:7]([OH:37])[CH2:8][O:9][C:10]1[CH:11]=[CH:12][C:13]([CH2:16][CH2:17][NH:18][C:19](=[O:36])[CH2:20][O:21][C:22]2[CH:23]=[CH:24][C:25]([C:28]3[CH2:33][CH2:32][C:31](=[O:34])[NH:30][N:29]=3)=[CH:26][CH:27]=2)=[CH:14][CH:15]=1)([CH3:4])([CH3:2])[CH3:3]. Given the reactants [C:1]([NH:5][CH2:6][CH:7]([OH:37])[CH2:8][O:9][C:10]1[CH:15]=[CH:14][C:13]([CH2:16][CH2:17][NH:18][C:19](=[O:36])[CH2:20][O:21][C:22]2[CH:27]=[CH:26][C:25]([C:28]3[CH2:33][CH2:32][C:31](=[O:34])[NH:30][N:29]=3)=[CH:24][C:23]=2Cl)=[CH:12][CH:11]=1)([CH3:4])([CH3:3])[CH3:2].C(NC[C@H](O)COC1C=CC(C(NCCNC(=O)COC2C=CC(C3CCC(=O)NN=3)=CC=2Cl)=O)=CC=1)(C)(C)C.ClC1C=C(C2CCC(=O)NN=2)C=CC=1OCC(O)=O, predict the reaction product. (7) Given the reactants [N+:1]([C:4]1[CH:5]=[N:6][NH:7][CH:8]=1)([O-:3])=[O:2].[CH2:9]1[O:11][C@H:10]1[CH2:12][OH:13].C([O-])([O-])=O.[K+].[K+], predict the reaction product. The product is: [N+:1]([C:4]1[CH:5]=[N:6][N:7]([CH2:9][C@H:10]([OH:11])[CH2:12][OH:13])[CH:8]=1)([O-:3])=[O:2]. (8) Given the reactants [CH2:1]([O:3][C:4](=[O:33])[CH2:5][NH:6][CH2:7][C:8]1[CH:13]=[CH:12][CH:11]=[C:10]([O:14][CH2:15][CH2:16][C:17]2[N:18]=[C:19]([C:23]3[CH:28]=[CH:27][C:26]([C:29]([F:32])([F:31])[F:30])=[CH:25][CH:24]=3)[O:20][C:21]=2[CH3:22])[CH:9]=1)[CH3:2].[F:34][C:35]1[CH:36]=[C:37]([N:41]([S:43](Cl)(=[O:45])=[O:44])[CH3:42])[CH:38]=[CH:39][CH:40]=1.C(N(CC)CC)C, predict the reaction product. The product is: [CH2:1]([O:3][C:4](=[O:33])[CH2:5][N:6]([S:43]([N:41]([C:37]1[CH:38]=[CH:39][CH:40]=[C:35]([F:34])[CH:36]=1)[CH3:42])(=[O:44])=[O:45])[CH2:7][C:8]1[CH:13]=[CH:12][CH:11]=[C:10]([O:14][CH2:15][CH2:16][C:17]2[N:18]=[C:19]([C:23]3[CH:28]=[CH:27][C:26]([C:29]([F:30])([F:32])[F:31])=[CH:25][CH:24]=3)[O:20][C:21]=2[CH3:22])[CH:9]=1)[CH3:2].